Dataset: Reaction yield outcomes from USPTO patents with 853,638 reactions. Task: Predict the reaction yield, written as a fraction of the theoretical maximum amount of product (1.0 means a 100% yield; for example, 0.34 means a 34% yield). (1) The reactants are [NH2:1][C:2]1[N:3]=[C:4]2[CH:9]=[CH:8][C:7]([O:10][C:11]3[CH:12]=[C:13]([NH:17][C:18](=[O:29])[C:19]4[CH:24]=[CH:23][CH:22]=[C:21]([C:25]([F:28])([F:27])[F:26])[CH:20]=4)[CH:14]=[CH:15][CH:16]=3)=[N:6][N:5]2[CH:30]=1.[Cl:31][CH2:32][C:33](Cl)=[O:34].C(N(CC)CC)C.[Cl-].[NH4+]. The catalyst is O1CCCC1. The product is [Cl:31][CH2:32][C:33]([NH:1][C:2]1[N:3]=[C:4]2[CH:9]=[CH:8][C:7]([O:10][C:11]3[CH:12]=[C:13]([NH:17][C:18](=[O:29])[C:19]4[CH:24]=[CH:23][CH:22]=[C:21]([C:25]([F:28])([F:27])[F:26])[CH:20]=4)[CH:14]=[CH:15][CH:16]=3)=[N:6][N:5]2[CH:30]=1)=[O:34]. The yield is 0.710. (2) The reactants are [CH3:1][C:2]1[NH:6][C:5]([C:7]2[CH:12]=[CH:11][C:10]([C:13]([F:16])([F:15])[F:14])=[CH:9][CH:8]=2)=[N:4][C:3]=1[CH2:17][OH:18]. The yield is 0.500. The product is [CH3:1][C:2]1[NH:6][C:5]([C:7]2[CH:8]=[CH:9][C:10]([C:13]([F:16])([F:15])[F:14])=[CH:11][CH:12]=2)=[N:4][C:3]=1[CH:17]=[O:18]. The catalyst is O1CCOCC1.[O-2].[O-2].[Mn+4].